Dataset: Catalyst prediction with 721,799 reactions and 888 catalyst types from USPTO. Task: Predict which catalyst facilitates the given reaction. (1) Reactant: [NH2:1][C@H:2]([C:4]1[O:5][C:6]2[C:11]([C:12](=[O:20])[C:13]=1[C:14]1[CH:19]=[CH:18][CH:17]=[CH:16][CH:15]=1)=[CH:10][C:9]([Br:21])=[CH:8][CH:7]=2)[CH3:3].C(N(CC)C(C)C)(C)C.Br[C:32]1[N:40]=[CH:39][N:38]=[C:37]2[C:33]=1[NH:34][CH:35]=[N:36]2. Product: [N:40]1[C:32]([NH:1][C@H:2]([C:4]2[O:5][C:6]3[C:11]([C:12](=[O:20])[C:13]=2[C:14]2[CH:19]=[CH:18][CH:17]=[CH:16][CH:15]=2)=[CH:10][C:9]([Br:21])=[CH:8][CH:7]=3)[CH3:3])=[C:33]2[C:37]([NH:36][CH:35]=[N:34]2)=[N:38][CH:39]=1. The catalyst class is: 107. (2) The catalyst class is: 18. Product: [OH:1][C:2]1[C:3]2[O:15][N:14]=[C:13]([C:16]3[CH:17]=[CH:18][CH:19]=[CH:20][CH:21]=3)[C:4]=2[CH:5]=[N:6][C:7]=1[C:8]([NH:22][CH2:23][C:24]([OH:26])=[O:25])=[O:10]. Reactant: [OH:1][C:2]1[C:3]2[O:15][N:14]=[C:13]([C:16]3[CH:21]=[CH:20][CH:19]=[CH:18][CH:17]=3)[C:4]=2[CH:5]=[N:6][C:7]=1[C:8]([O:10]CC)=O.[NH2:22][CH2:23][C:24]([OH:26])=[O:25].[O-]CC.[Na+].Cl.